Dataset: Full USPTO retrosynthesis dataset with 1.9M reactions from patents (1976-2016). Task: Predict the reactants needed to synthesize the given product. (1) Given the product [CH:12]1([NH:11][CH:7]([CH:8]([CH3:10])[CH3:9])[CH2:6][OH:5])[CH2:14][CH2:13]1, predict the reactants needed to synthesize it. The reactants are: [BH4-].[Na+].C([O:5][C:6](=O)[CH:7]([NH:11][CH:12]1[CH2:14][CH2:13]1)[CH:8]([CH3:10])[CH3:9])C.II.[H][H]. (2) Given the product [NH2:7][C:8]1[CH:9]=[C:10]([CH:11]=[CH:12][CH:13]=1)[O:14][C:15]1[CH:20]=[C:19]([F:21])[CH:18]=[C:17]([NH:22][C:23]2[CH:28]=[CH:27][C:26]([I:29])=[CH:25][C:24]=2[F:30])[C:16]=1[C:31]([NH2:32])=[O:33], predict the reactants needed to synthesize it. The reactants are: C(OC(=O)[NH:7][C:8]1[CH:13]=[CH:12][CH:11]=[C:10]([O:14][C:15]2[CH:20]=[C:19]([F:21])[CH:18]=[C:17]([NH:22][C:23]3[CH:28]=[CH:27][C:26]([I:29])=[CH:25][C:24]=3[F:30])[C:16]=2[C:31](=[O:33])[NH2:32])[CH:9]=1)(C)(C)C.C(O)(C(F)(F)F)=O. (3) Given the product [Cl:5][C:6]1[N:11]=[N:10][C:9]([CH2:12][Cl:3])=[C:8]([O:14][CH3:15])[CH:7]=1, predict the reactants needed to synthesize it. The reactants are: O=S(Cl)[Cl:3].[Cl:5][C:6]1[N:11]=[N:10][C:9]([CH2:12]O)=[C:8]([O:14][CH3:15])[CH:7]=1. (4) The reactants are: [OH:1][C:2]1[C:3]2[C:7]([CH:8]=[C:9]([C:11]([O:13][CH2:14][CH3:15])=[O:12])[CH:10]=1)=[N:6][N:5]([CH3:16])[CH:4]=2.Br[C:18]1[CH:28]=[CH:27][C:21]2[S:22](=[O:26])(=[O:25])[CH2:23][CH2:24][C:20]=2[CH:19]=1.C(=O)([O-])[O-].[Cs+].[Cs+].CC(C)(C(=O)CC(=O)C(C)(C)C)C. Given the product [O:25]=[S:22]1(=[O:26])[C:21]2[CH:27]=[CH:28][C:18]([O:1][C:2]3[C:3]4[C:7]([CH:8]=[C:9]([C:11]([O:13][CH2:14][CH3:15])=[O:12])[CH:10]=3)=[N:6][N:5]([CH3:16])[CH:4]=4)=[CH:19][C:20]=2[CH2:24][CH2:23]1, predict the reactants needed to synthesize it. (5) The reactants are: [N+:1]([C:4]1[CH:59]=[CH:58][C:7]([CH2:8][N:9]2[CH2:24][CH2:23][CH2:22][N:21]([CH2:25][C:26]([O:28]CC3C=CC=CC=3)=[O:27])[CH2:20][CH2:19][CH2:18][N:17]([CH2:36][C:37]([O:39]CC3C=CC=CC=3)=[O:38])[CH2:16][CH2:15][CH2:14][N:13]([CH2:47][C:48]([O:50]CC3C=CC=CC=3)=[O:49])[CH2:12][CH2:11][CH2:10]2)=[CH:6][CH:5]=1)([O-])=O.[OH-].[Na+].CO. Given the product [NH2:1][C:4]1[CH:5]=[CH:6][C:7]([CH2:8][N:9]2[CH2:10][CH2:11][CH2:12][N:13]([CH2:47][C:48]([OH:50])=[O:49])[CH2:14][CH2:15][CH2:16][N:17]([CH2:36][C:37]([OH:39])=[O:38])[CH2:18][CH2:19][CH2:20][N:21]([CH2:25][C:26]([OH:28])=[O:27])[CH2:22][CH2:23][CH2:24]2)=[CH:58][CH:59]=1, predict the reactants needed to synthesize it. (6) Given the product [C:18]([O:7][CH2:6][C@H:5]1[O:8][C@@H:1]([N:9]2[CH:17]=[C:15]([CH3:16])[C:13](=[O:14])[NH:12][C:10]2=[O:11])[CH2:2][C@@H:3]1[OH:4])(=[O:20])[CH3:19], predict the reactants needed to synthesize it. The reactants are: [C@@H:1]1([N:9]2[CH:17]=[C:15]([CH3:16])[C:13](=[O:14])[NH:12][C:10]2=[O:11])[O:8][C@H:5]([CH2:6][OH:7])[C@@H:3]([OH:4])[CH2:2]1.[C:18](OC(=O)C)(=[O:20])[CH3:19]. (7) Given the product [Cl:8][CH:9]([C:13]1[CH:18]=[CH:17][CH:16]=[CH:15][CH:14]=1)[C:10]([O:19][CH2:6][CH3:7])=[O:11], predict the reactants needed to synthesize it. The reactants are: C(N([CH2:6][CH3:7])CC)C.[Cl:8][CH:9]([C:13]1[CH:18]=[CH:17][CH:16]=[CH:15][CH:14]=1)[C:10](Cl)=[O:11].[OH2:19].